Dataset: Reaction yield outcomes from USPTO patents with 853,638 reactions. Task: Predict the reaction yield, written as a fraction of the theoretical maximum amount of product (1.0 means a 100% yield; for example, 0.34 means a 34% yield). (1) The reactants are [C:1]([N:5]1[C:9](=[O:10])[C:8](Cl)=[C:7]([C:12]2[CH:17]=[CH:16][CH:15]=[CH:14][CH:13]=2)[S:6]1(=[O:19])=[O:18])([CH3:4])([CH3:3])[CH3:2].[Cl:20][C:21]1[N:26]=[N:25][C:24]([N:27]2[CH2:32][CH2:31][CH:30]([NH2:33])[CH2:29][CH2:28]2)=[CH:23][CH:22]=1. The catalyst is CC#N. The product is [C:1]([N:5]1[C:9](=[O:10])[C:8]([NH:33][CH:30]2[CH2:31][CH2:32][N:27]([C:24]3[N:25]=[N:26][C:21]([Cl:20])=[CH:22][CH:23]=3)[CH2:28][CH2:29]2)=[C:7]([C:12]2[CH:17]=[CH:16][CH:15]=[CH:14][CH:13]=2)[S:6]1(=[O:19])=[O:18])([CH3:4])([CH3:3])[CH3:2]. The yield is 0.270. (2) The reactants are [Br:1][C:2]1[CH:3]=[CH:4][C:5]2[C:11](=[O:12])[CH2:10][CH2:9][CH2:8][O:7][C:6]=2[CH:13]=1.[Br:14]Br. The catalyst is CCOCC. The product is [Br:14][CH:10]1[CH2:9][CH2:8][O:7][C:6]2[CH:13]=[C:2]([Br:1])[CH:3]=[CH:4][C:5]=2[C:11]1=[O:12]. The yield is 0.960. (3) The reactants are FC(S([C:8]1[C:13]2[CH:14]=[CH:15][CH:16]=[CH:17][C:12]=2[S:11][CH2:10][CH:9]=1)(=O)=O)(F)F.[C:18]1([CH3:24])[CH:23]=[CH:22][CH:21]=[CH:20][CH:19]=1.[Cl-].[Li+].[C:27](=O)([O-])[O-:28].[K+].[K+].C([OH:35])C. The catalyst is [Pd].C1(P(C2C=CC=CC=2)C2C=CC=CC=2)C=CC=CC=1.C1(P(C2C=CC=CC=2)C2C=CC=CC=2)C=CC=CC=1.C1(P(C2C=CC=CC=2)C2C=CC=CC=2)C=CC=CC=1.C1(P(C2C=CC=CC=2)C2C=CC=CC=2)C=CC=CC=1. The product is [S:11]1[C:12]2[CH:17]=[CH:16][CH:15]=[CH:14][C:13]=2[C:8]([C:21]2[CH:22]=[CH:23][C:18]([C:24]([O:28][CH3:27])=[O:35])=[CH:19][CH:20]=2)=[CH:9][CH2:10]1. The yield is 0.670. (4) The reactants are [O:1]1[CH2:5][CH2:4][O:3][CH:2]1[CH2:6][CH2:7][C:8]1[S:12][C:11]([C:13]2[CH:18]=[CH:17][CH:16]=[CH:15][CH:14]=2)=[N:10][C:9]=1[C:19]([O:21]CC)=[O:20].[Li+].[OH-].Cl. The catalyst is CO.C1COCC1.O.[Cl-].[Na+].O. The product is [O:3]1[CH2:4][CH2:5][O:1][CH:2]1[CH2:6][CH2:7][C:8]1[S:12][C:11]([C:13]2[CH:18]=[CH:17][CH:16]=[CH:15][CH:14]=2)=[N:10][C:9]=1[C:19]([OH:21])=[O:20]. The yield is 0.750. (5) The reactants are [OH:1][N:2]=[C:3]([C:6]1[CH:10]=[CH:9][S:8][CH:7]=1)[C:4]#[N:5].C(N(CC)CC)C.[CH3:18][S:19](Cl)(=[O:21])=[O:20]. The catalyst is O1CCCC1. The product is [CH3:18][S:19]([O:1][N:2]=[C:3]([C:6]1[CH:10]=[CH:9][S:8][CH:7]=1)[C:4]#[N:5])(=[O:21])=[O:20]. The yield is 0.490.